From a dataset of Reaction yield outcomes from USPTO patents with 853,638 reactions. Predict the reaction yield, written as a fraction of the theoretical maximum amount of product (1.0 means a 100% yield; for example, 0.34 means a 34% yield). (1) The yield is 0.0491. No catalyst specified. The product is [Cl:31][C:25]1[CH:24]=[C:23]([C:20]2[CH:21]=[CH:22][N:18]([CH2:17][C@H:16]([NH:15][C:12]([C:10]3[N:11]=[C:7]([N:4]4[CH2:3][CH2:2][O:1][CH2:6][CH2:5]4)[S:8][CH:9]=3)=[O:14])[CH3:32])[N:19]=2)[CH:30]=[CH:29][C:26]=1[C:27]#[N:28]. The reactants are [O:1]1[CH2:6][CH2:5][N:4]([C:7]2[S:8][CH:9]=[C:10]([C:12]([OH:14])=O)[N:11]=2)[CH2:3][CH2:2]1.[NH2:15][C@H:16]([CH3:32])[CH2:17][N:18]1[CH:22]=[CH:21][C:20]([C:23]2[CH:30]=[CH:29][C:26]([C:27]#[N:28])=[C:25]([Cl:31])[CH:24]=2)=[N:19]1. (2) The reactants are [CH2:1]([O:8][C:9]1[CH:21]=[C:20]2[C:12]([C:13]3[CH:14]=[CH:15][C:16]([OH:22])=[CH:17][C:18]=3[NH:19]2)=[CH:11][CH:10]=1)[C:2]1C=CC=CC=1.C(=O)([O-])[O-].[Cs+].[Cs+].BrCC[F:32]. The catalyst is CN(C=O)C.O.C(O)(=O)C.[Pd]. The product is [F:32][CH2:2][CH2:1][O:8][C:9]1[CH:21]=[C:20]2[C:12]([C:13]3[CH:14]=[CH:15][C:16]([OH:22])=[CH:17][C:18]=3[NH:19]2)=[CH:11][CH:10]=1. The yield is 0.310. (3) The catalyst is C(Cl)Cl.C1COCC1. The yield is 0.890. The product is [Cl:1][C:2]1[C:7]([Cl:8])=[C:6]([N+:9]([O-:11])=[O:10])[CH:5]=[CH:4][C:3]=1[S:12][CH2:13][C:14]1[CH:19]=[CH:18][N:17]=[C:16]([NH:20][C:33](=[O:34])[CH2:32][O:31][CH3:30])[CH:15]=1. The reactants are [Cl:1][C:2]1[C:7]([Cl:8])=[C:6]([N+:9]([O-:11])=[O:10])[CH:5]=[CH:4][C:3]=1[S:12][CH2:13][C:14]1[CH:19]=[CH:18][N:17]=[C:16]([NH2:20])[CH:15]=1.CCN(C(C)C)C(C)C.[CH3:30][O:31][CH2:32][C:33](Cl)=[O:34].N. (4) The reactants are [C:1]1([CH2:7][CH2:8][N:9]2[C:18](=[O:19])[C:17]3[C:12](=[CH:13][CH:14]=[C:15]([CH:20]=[CH2:21])[CH:16]=3)[NH:11][C:10]2=[O:22])[CH:6]=[CH:5][CH:4]=[CH:3][CH:2]=1.Br[CH2:24][C:25]1[CH:30]=[CH:29][C:28]([C:31]2[CH:36]=[CH:35][CH:34]=[CH:33][C:32]=2[C:37]2[N:41]=[C:40](C(Cl)(Cl)Cl)[O:39][N:38]=2)=[CH:27][CH:26]=1.C(=O)([O-])[O-:47].[K+].[K+]. The catalyst is C(#N)C. The product is [O:47]=[C:40]1[O:39][N:38]=[C:37]([C:32]2[CH:33]=[CH:34][CH:35]=[CH:36][C:31]=2[C:28]2[CH:29]=[CH:30][C:25]([CH2:24][N:11]3[C:12]4[C:17](=[CH:16][C:15]([CH:20]=[CH2:21])=[CH:14][CH:13]=4)[C:18](=[O:19])[N:9]([CH2:8][CH2:7][C:1]4[CH:2]=[CH:3][CH:4]=[CH:5][CH:6]=4)[C:10]3=[O:22])=[CH:26][CH:27]=2)[NH:41]1. The yield is 0.570. (5) The reactants are [OH:1][C@H:2]1[C:10]2[C:5](=[CH:6][CH:7]=[CH:8][CH:9]=2)[CH2:4][C@:3]1([CH2:20][C:21]1[CH:29]=[CH:28][C:24]([C:25]([OH:27])=[O:26])=[CH:23][CH:22]=1)[C:11]1[CH2:12][C:13]2[C:18]([CH:19]=1)=[CH:17][CH:16]=[CH:15][CH:14]=2.[C:30]([O-])([O-])=O.[K+].[K+].CI. The catalyst is CN(C=O)C.Cl. The product is [OH:1][C@H:2]1[C:10]2[C:5](=[CH:6][CH:7]=[CH:8][CH:9]=2)[CH2:4][C@:3]1([CH2:20][C:21]1[CH:29]=[CH:28][C:24]([C:25]([O:27][CH3:30])=[O:26])=[CH:23][CH:22]=1)[C:11]1[CH2:12][C:13]2[C:18]([CH:19]=1)=[CH:17][CH:16]=[CH:15][CH:14]=2. The yield is 0.560. (6) The reactants are [Cl:1][C:2]1[CH:11]=[C:10](Cl)[C:9]2[C:4](=[CH:5][CH:6]=[C:7]([O:13][CH3:14])[CH:8]=2)[N:3]=1.CO.[NH3:17]. No catalyst specified. The product is [Cl:1][C:2]1[CH:11]=[C:10]([NH2:17])[C:9]2[C:4](=[CH:5][CH:6]=[C:7]([O:13][CH3:14])[CH:8]=2)[N:3]=1. The yield is 0.550. (7) The reactants are [CH3:1][C:2]1[O:6][N:5]=[C:4]([C:7]2[CH:12]=[CH:11][CH:10]=[CH:9][CH:8]=2)[C:3]=1[CH2:13][O:14][C:15]1[CH:20]=[CH:19][C:18]([N+:21]([O-])=O)=[CH:17][N:16]=1.[Cl-].[NH4+]. The catalyst is CO.[Zn]. The product is [CH3:1][C:2]1[O:6][N:5]=[C:4]([C:7]2[CH:12]=[CH:11][CH:10]=[CH:9][CH:8]=2)[C:3]=1[CH2:13][O:14][C:15]1[N:16]=[CH:17][C:18]([NH2:21])=[CH:19][CH:20]=1. The yield is 0.850.